This data is from Full USPTO retrosynthesis dataset with 1.9M reactions from patents (1976-2016). The task is: Predict the reactants needed to synthesize the given product. (1) Given the product [OH:15][C:16]1[CH:17]=[CH:18][C:19]([CH2:20][NH:21][C:22]([C:24]2[CH:25]=[C:26]3[C:31](=[CH:32][CH:33]=2)[N:30]=[CH:29][CH:28]=[CH:27]3)=[O:23])=[CH:34][CH:35]=1, predict the reactants needed to synthesize it. The reactants are: FC(F)(F)C(O)=O.C([O:15][C:16]1[CH:35]=[CH:34][C:19]([CH2:20][NH:21][C:22]([C:24]2[CH:25]=[C:26]3[C:31](=[CH:32][CH:33]=2)[N:30]=[CH:29][CH:28]=[CH:27]3)=[O:23])=[CH:18][CH:17]=1)C1C=CC=CC=1.C(=O)(O)[O-].[Na+]. (2) Given the product [Cl:1][C:2]1[CH:3]=[CH:4][C:5]([C:8]2[C:16]3[C:11](=[CH:12][CH:13]=[CH:14][C:15]=3[S:17][CH3:18])[NH:10][C:9]=2[C:19]([OH:21])=[O:20])=[CH:6][CH:7]=1, predict the reactants needed to synthesize it. The reactants are: [Cl:1][C:2]1[CH:7]=[CH:6][C:5]([C:8]2[C:16]3[C:11](=[CH:12][CH:13]=[CH:14][C:15]=3[S:17][CH3:18])[NH:10][C:9]=2[C:19]([O:21]CC)=[O:20])=[CH:4][CH:3]=1.[OH-].[K+]. (3) Given the product [NH2:1][C:2]1[CH:3]=[C:4]([CH:5]=[CH:6][C:7]=1[O:8][CH3:9])[O:10][C:18]1[CH:19]=[CH:20][C:21]2[N:22]([CH:24]=[C:25]([NH:27][C:28]([CH:29]3[CH2:12][CH2:11]3)=[O:30])[N:26]=2)[N:23]=1, predict the reactants needed to synthesize it. The reactants are: [NH2:1][C:2]1[CH:3]=[C:4]([OH:10])[CH:5]=[CH:6][C:7]=1[O:8][CH3:9].[CH3:11][C:12](C)([O-])C.[K+].I[C:18]1[CH:19]=[CH:20][C:21]2[N:22]([CH:24]=[C:25]([NH:27][C:28](=[O:30])[CH3:29])[N:26]=2)[N:23]=1.C(=O)([O-])[O-].[K+].[K+]. (4) Given the product [CH2:51]([N:48]([CH2:49][CH3:50])[C:45]([C:47]1[CH:9]=[CH:10][C:11]2[C:12](=[O:17])[C:13]3[C:4]([O:5][C:6]=2[CH:7]=1)=[C:3]([O:2][CH3:1])[CH:16]=[CH:15][CH:14]=3)=[O:28])[CH3:53], predict the reactants needed to synthesize it. The reactants are: [CH3:1][O:2][C:3]1[CH:16]=[CH:15][CH:14]=[C:13]2[C:4]=1[O:5][C:6]1[CH:7]=C(C(O)=O)[CH:9]=[CH:10][C:11]=1[C:12]2=[O:17].CN(C([O:28]N1N=NC2C=CC=CC1=2)=[N+](C)C)C.F[P-](F)(F)(F)(F)F.[CH:45]([N:48]([CH:51]([CH3:53])C)[CH2:49][CH3:50])([CH3:47])C.C(NCC)C. (5) Given the product [Cl:12][C:13]1[CH:14]=[CH:15][C:16]([S:32]([C:33]([F:35])([F:34])[F:36])=[O:9])=[C:17]([NH:19][S:20]([C:23]2[O:24][C:25]3[CH:31]=[CH:30][CH:29]=[CH:28][C:26]=3[CH:27]=2)(=[O:21])=[O:22])[CH:18]=1, predict the reactants needed to synthesize it. The reactants are: C1C=C(Cl)C=C(C(OO)=[O:9])C=1.[Cl:12][C:13]1[CH:14]=[CH:15][C:16]([S:32][C:33]([F:36])([F:35])[F:34])=[C:17]([NH:19][S:20]([C:23]2[O:24][C:25]3[CH:31]=[CH:30][CH:29]=[CH:28][C:26]=3[CH:27]=2)(=[O:22])=[O:21])[CH:18]=1. (6) Given the product [CH3:29][CH:10]1[CH:11]=[C:12]2[CH:13]([CH:14]([CH2:19][CH2:20][CH:21]3[CH2:22][CH:23]([O:28][CH:31]4[CH2:32][CH2:33][CH2:34][CH2:35][O:30]4)[CH2:24][C:25](=[O:26])[O:27]3)[CH:15]([CH3:18])[CH:16]=[CH:17]2)[CH:8]([O:7][C:5](=[O:6])[CH:3]([CH3:4])[CH2:2][CH3:1])[CH2:9]1, predict the reactants needed to synthesize it. The reactants are: [CH3:1][CH2:2][C@@H:3]([C:5]([O:7][C@@H:8]1[C@@H:13]2[C@@H:14]([CH2:19][CH2:20][C@H:21]3[O:27][C:25](=[O:26])[CH2:24][C@H:23]([OH:28])[CH2:22]3)[C@@H:15]([CH3:18])[CH:16]=[CH:17][C:12]2=[CH:11][C@H:10]([CH3:29])[CH2:9]1)=[O:6])[CH3:4].[O:30]1[CH:35]=[CH:34][CH2:33][CH2:32][CH2:31]1.